From a dataset of Forward reaction prediction with 1.9M reactions from USPTO patents (1976-2016). Predict the product of the given reaction. (1) Given the reactants [CH3:1][O:2][C:3]1[CH:11]=[C:7]([C:8]([OH:10])=O)[C:6]([OH:12])=[CH:5][CH:4]=1.[CH3:13][C:14]([C:17]1[CH:18]=[C:19]([CH:21]=[C:22]([C:24]([CH3:27])([CH3:26])[CH3:25])[CH:23]=1)[NH2:20])([CH3:16])[CH3:15], predict the reaction product. The product is: [CH3:16][C:14]([C:17]1[CH:18]=[C:19]([NH:20][C:8](=[O:10])[C:7]2[CH:11]=[C:3]([O:2][CH3:1])[CH:4]=[CH:5][C:6]=2[OH:12])[CH:21]=[C:22]([C:24]([CH3:27])([CH3:26])[CH3:25])[CH:23]=1)([CH3:13])[CH3:15]. (2) Given the reactants [CH3:1][C@@H:2]1[CH2:7][N:6]([C:8]2[C:22]([CH:23]=O)=[CH:21][C:11]3[C:12]([C:15]4[N:19]([CH3:20])[N:18]=[CH:17][N:16]=4)=[N:13][O:14][C:10]=3[C:9]=2[F:25])[CH2:5][C@@H:4]([CH3:26])[O:3]1.[NH:27]1[C:32](=[O:33])[CH2:31][C:30](=[O:34])[NH:29][C:28]1=[O:35], predict the reaction product. The product is: [F:25][C:9]1[C:10]2[O:14][N:13]=[C:12]([C:15]3[N:19]([CH3:20])[N:18]=[CH:17][N:16]=3)[C:11]=2[CH:21]=[C:22]2[C:8]=1[N:6]1[CH2:5][C@@H:4]([CH3:26])[O:3][C@@H:2]([CH3:1])[C@@H:7]1[C:31]1([C:30](=[O:34])[NH:29][C:28](=[O:35])[NH:27][C:32]1=[O:33])[CH2:23]2. (3) Given the reactants Cl[C:2]1[N:11]=[CH:10][CH:9]=[C:8]2[C:3]=1[CH:4]=[CH:5][CH:6]=[N:7]2.[Cl:12][C:13]1[CH:14]=[CH:15][C:16]([O:20][C:21]2[CH:26]=[CH:25][CH:24]=[CH:23][CH:22]=2)=[C:17]([NH2:19])[CH:18]=1, predict the reaction product. The product is: [Cl:12][C:13]1[CH:14]=[CH:15][C:16]([O:20][C:21]2[CH:26]=[CH:25][CH:24]=[CH:23][CH:22]=2)=[C:17]([NH:19][C:2]2[N:11]=[CH:10][CH:9]=[C:8]3[C:3]=2[CH:4]=[CH:5][CH:6]=[N:7]3)[CH:18]=1. (4) Given the reactants C(C1C=CC(C(NC2C=CC(C3C=C4C(CN([C@@H](C(C)C)C(O)=O)C4=O)=CC=3)=NC=2)=O)=CC=1)(C)(C)C.[C:37]([C:41]1[CH:77]=[CH:76][C:44]([C:45]([NH:47][C:48]2[CH:53]=[CH:52][C:51]([C:54]3[CH:62]=[C:61]4[C:57]([CH2:58][N:59]([C@@H:64]([CH:69]([CH3:71])[CH3:70])[C:65]([O:67]C)=[O:66])[C:60]4=[O:63])=[CH:56][CH:55]=3)=[C:50]([C:72]([F:75])([F:74])[F:73])[CH:49]=2)=[O:46])=[CH:43][CH:42]=1)([CH3:40])([CH3:39])[CH3:38], predict the reaction product. The product is: [C:37]([C:41]1[CH:77]=[CH:76][C:44]([C:45]([NH:47][C:48]2[CH:53]=[CH:52][C:51]([C:54]3[CH:62]=[C:61]4[C:57]([CH2:58][N:59]([C@@H:64]([CH:69]([CH3:71])[CH3:70])[C:65]([OH:67])=[O:66])[C:60]4=[O:63])=[CH:56][CH:55]=3)=[C:50]([C:72]([F:74])([F:75])[F:73])[CH:49]=2)=[O:46])=[CH:43][CH:42]=1)([CH3:39])([CH3:40])[CH3:38]. (5) Given the reactants [CH2:1]([C:3]1[C:7]2[C:8]([CH2:13][CH3:14])=[N:9][C:10]([CH3:12])=[CH:11][C:6]=2[NH:5][N:4]=1)[CH3:2].[H-].[Na+].[CH3:17][C:18]1[C:19]([N:24]([CH2:49][O:50][CH2:51][CH2:52][O:53][CH3:54])[S:25]([C:28]2[S:29][C:30]([CH3:48])=[CH:31][C:32]=2[C:33]2[CH:44]=[CH:43][C:36]([CH2:37]OS(C)(=O)=O)=[CH:35][C:34]=2[CH2:45][O:46][CH3:47])(=[O:27])=[O:26])=[N:20][O:21][C:22]=1[CH3:23].O, predict the reaction product. The product is: [CH3:17][C:18]1[C:19]([N:24]([CH2:49][O:50][CH2:51][CH2:52][O:53][CH3:54])[S:25]([C:28]2[S:29][C:30]([CH3:48])=[CH:31][C:32]=2[C:33]2[CH:44]=[CH:43][C:36]([CH2:37][N:5]3[C:6]4[CH:11]=[C:10]([CH3:12])[N:9]=[C:8]([CH2:13][CH3:14])[C:7]=4[C:3]([CH2:1][CH3:2])=[N:4]3)=[CH:35][C:34]=2[CH2:45][O:46][CH3:47])(=[O:27])=[O:26])=[N:20][O:21][C:22]=1[CH3:23]. (6) Given the reactants [CH3:1][CH:2]([C@@H:4]1[NH:9][CH2:8][CH2:7][N:6]([C:10]2[CH:15]=[CH:14][C:13]([N+:16]([O-:18])=[O:17])=[C:12]([O:19][CH3:20])[CH:11]=2)[CH2:5]1)[CH3:3].[CH:21]([S:23]([CH3:26])(=[O:25])=[O:24])=[CH2:22], predict the reaction product. The product is: [CH3:3][CH:2]([C@H:4]1[CH2:5][N:6]([C:10]2[CH:15]=[CH:14][C:13]([N+:16]([O-:18])=[O:17])=[C:12]([O:19][CH3:20])[CH:11]=2)[CH2:7][CH2:8][N:9]1[CH2:22][CH2:21][S:23]([CH3:26])(=[O:25])=[O:24])[CH3:1]. (7) Given the reactants I[C:2]1[CH:3]=[CH:4][C:5]2[N:6]([CH:8]=[C:9]([NH:11][C:12]([CH:14]3[CH2:19][CH2:18][O:17][CH2:16][CH2:15]3)=[O:13])[N:10]=2)[N:7]=1.[NH2:20][C:21]1[CH:22]=[C:23]([OH:27])[CH:24]=[CH:25][CH:26]=1.C(=O)([O-])[O-].[K+].[K+], predict the reaction product. The product is: [NH2:20][C:21]1[CH:22]=[C:23]([CH:24]=[CH:25][CH:26]=1)[O:27][C:2]1[CH:3]=[CH:4][C:5]2[N:6]([CH:8]=[C:9]([NH:11][C:12]([CH:14]3[CH2:19][CH2:18][O:17][CH2:16][CH2:15]3)=[O:13])[N:10]=2)[N:7]=1. (8) Given the reactants [NH2:1][C:2]1[CH:3]=[C:4]2[C:9](=[CH:10][CH:11]=1)[N:8]=[CH:7][CH:6]=[CH:5]2.[C:12]([CH2:16][C:17](Cl)=[O:18])([CH3:15])([CH3:14])[CH3:13].N1C=CC=CC=1, predict the reaction product. The product is: [CH3:13][C:12]([CH3:15])([CH3:14])[CH2:16][C:17]([NH:1][C:2]1[CH:3]=[C:4]2[C:9](=[CH:10][CH:11]=1)[N:8]=[CH:7][CH:6]=[CH:5]2)=[O:18]. (9) The product is: [CH2:19]([O:20][C:21]([N:1]1[CH2:2][CH:3]=[CH:4][CH2:5][CH2:6]1)=[O:22])[C:16]1[CH:17]=[CH:18][CH:13]=[CH:14][CH:15]=1. Given the reactants [NH:1]1[CH2:6][CH:5]=[CH:4][CH2:3][CH2:2]1.C(=O)([O-])[O-].[Na+].[Na+].[CH:13]1[CH:18]=[CH:17][C:16]([CH2:19][O:20][C:21](Cl)=[O:22])=[CH:15][CH:14]=1, predict the reaction product.